This data is from Forward reaction prediction with 1.9M reactions from USPTO patents (1976-2016). The task is: Predict the product of the given reaction. Given the reactants [NH2:1][CH2:2][CH:3]([CH:5]1[CH2:7][CH2:6]1)[OH:4].C(=O)([O-])[O-].[Cs+].[Cs+].Br[CH:15]([C:17]1[C:18]([Cl:24])=[N:19][C:20]([Cl:23])=[CH:21][CH:22]=1)[CH3:16], predict the reaction product. The product is: [CH:5]1([CH:3]([OH:4])[CH2:2][NH:1][CH:15]([C:17]2[C:18]([Cl:24])=[N:19][C:20]([Cl:23])=[CH:21][CH:22]=2)[CH3:16])[CH2:7][CH2:6]1.